This data is from Reaction yield outcomes from USPTO patents with 853,638 reactions. The task is: Predict the reaction yield, written as a fraction of the theoretical maximum amount of product (1.0 means a 100% yield; for example, 0.34 means a 34% yield). (1) The reactants are [CH2:1]([N:3]([CH2:20][CH3:21])[C:4]([S:6][C:7]1[CH:8]=[N:9][CH:10]=[CH:11][C:12]=1[NH:13]C(=O)C(C)(C)C)=[S:5])[CH3:2]. The catalyst is CO.[OH-].[Na+]. The product is [CH2:20]([N:3]([CH2:1][CH3:2])[C:4]([S:6][C:7]1[CH:8]=[N:9][CH:10]=[CH:11][C:12]=1[NH2:13])=[S:5])[CH3:21]. The yield is 0.620. (2) The reactants are [Br:1][C:2]1[CH:10]=[C:9]2[C:5]([CH2:6][C:7](=[O:11])[NH:8]2)=[CH:4][CH:3]=1.C([O-])(O)=O.[Na+].[CH3:17][C:18]([O:21][C:22](O[C:22]([O:21][C:18]([CH3:20])([CH3:19])[CH3:17])=[O:23])=[O:23])([CH3:20])[CH3:19]. The catalyst is C1COCC1. The product is [Br:1][C:2]1[CH:10]=[C:9]2[C:5]([CH2:6][C:7](=[O:11])[N:8]2[C:22]([O:21][C:18]([CH3:20])([CH3:19])[CH3:17])=[O:23])=[CH:4][CH:3]=1. The yield is 0.810. (3) The reactants are [CH2:1]([O:3][C:4]([C:6]1[C:15]2[C:10](=[CH:11][CH:12]=[CH:13][CH:14]=2)[C:9](F)=[CH:8][CH:7]=1)=[O:5])[CH3:2].[NH:17]1[CH2:21][CH2:20][CH2:19][CH2:18]1. No catalyst specified. The product is [CH2:1]([O:3][C:4]([C:6]1[C:15]2[C:10](=[CH:11][CH:12]=[CH:13][CH:14]=2)[C:9]([N:17]2[CH2:21][CH2:20][CH2:19][CH2:18]2)=[CH:8][CH:7]=1)=[O:5])[CH3:2]. The yield is 0.700. (4) The reactants are [C:1]([O:5][C:6]([N:8]1[CH2:13][CH:12]=[C:11]([C:14]2[C:22]3[S:21][C:20]([NH2:23])=[N:19][C:18]=3[C:17]([O:24][CH3:25])=[CH:16][CH:15]=2)[CH2:10][CH2:9]1)=[O:7])([CH3:4])([CH3:3])[CH3:2].C([N:28]([CH:32]([CH3:34])[CH3:33])[CH:29]([CH3:31])C)C.CO.C1C[O:40][CH2:39][CH2:38]1. The catalyst is ClCCl. The product is [C:1]([O:5][C:6]([N:8]1[CH2:9][CH:10]=[C:11]([C:14]2[C:22]3[S:21][C:20]([NH:23][C:39]([C:38]4[CH:31]=[CH:29][N:28]=[C:32]([CH3:33])[CH:34]=4)=[O:40])=[N:19][C:18]=3[C:17]([O:24][CH3:25])=[CH:16][CH:15]=2)[CH2:12][CH2:13]1)=[O:7])([CH3:4])([CH3:3])[CH3:2]. The yield is 0.690. (5) The reactants are O=P(Cl)(Cl)[Cl:3].[CH2:6]([O:8][C:9]([C:11]1[C:12](=O)[NH:13][C:14]2[C:19]([C:20]=1[C:21]1[CH:26]=[CH:25][CH:24]=[CH:23][CH:22]=1)=[CH:18][C:17]([Cl:27])=[CH:16][CH:15]=2)=[O:10])[CH3:7].N. The catalyst is O. The product is [CH2:6]([O:8][C:9]([C:11]1[C:12]([Cl:3])=[N:13][C:14]2[C:19]([C:20]=1[C:21]1[CH:26]=[CH:25][CH:24]=[CH:23][CH:22]=1)=[CH:18][C:17]([Cl:27])=[CH:16][CH:15]=2)=[O:10])[CH3:7]. The yield is 0.630. (6) The reactants are [PH4+].[Li][CH2:3][CH2:4][CH2:5][CH3:6].F[C:8]1[CH:9]=[C:10]([CH:13]=[C:14](OC)[C:15]=1OC)[CH:11]=O.O1C[CH2:23][CH2:22][CH2:21]1. The catalyst is CCCCCC.C(OCC)(=O)C. The product is [C:10]1(/[CH:11]=[CH:6]\[C:5]2[CH:23]=[CH:22][CH:21]=[CH:3][CH:4]=2)[CH:13]=[CH:14][CH:15]=[CH:8][CH:9]=1. The yield is 0.340.